This data is from Reaction yield outcomes from USPTO patents with 853,638 reactions. The task is: Predict the reaction yield, written as a fraction of the theoretical maximum amount of product (1.0 means a 100% yield; for example, 0.34 means a 34% yield). The reactants are [Cl:1][C:2]1[CH:11]=[C:10]2[C:5]([CH:6]=[CH:7][C:8]([CH3:12])=[N:9]2)=[CH:4][C:3]=1[OH:13].[Br:14]Br. The catalyst is C(O)(=O)C. The product is [Br:14][C:4]1[C:3]([OH:13])=[C:2]([Cl:1])[CH:11]=[C:10]2[C:5]=1[CH:6]=[CH:7][C:8]([CH3:12])=[N:9]2. The yield is 1.00.